Dataset: Forward reaction prediction with 1.9M reactions from USPTO patents (1976-2016). Task: Predict the product of the given reaction. (1) Given the reactants [Cl:1][C:2]1[CH:3]=[CH:4][C:5]([S:21][CH2:22][C:23]2[CH:28]=[CH:27][CH:26]=[C:25]([NH:29][S:30]([CH3:33])(=[O:32])=[O:31])[CH:24]=2)=[C:6]([NH:8][S:9]([C:12]2[O:13][C:14]3[CH:20]=[CH:19][CH:18]=[CH:17][C:15]=3[CH:16]=2)(=[O:11])=[O:10])[CH:7]=1.C1C=C(Cl)C=C(C(OO)=[O:42])C=1, predict the reaction product. The product is: [Cl:1][C:2]1[CH:3]=[CH:4][C:5]([S:21]([CH2:22][C:23]2[CH:28]=[CH:27][CH:26]=[C:25]([NH:29][S:30]([CH3:33])(=[O:32])=[O:31])[CH:24]=2)=[O:42])=[C:6]([NH:8][S:9]([C:12]2[O:13][C:14]3[CH:20]=[CH:19][CH:18]=[CH:17][C:15]=3[CH:16]=2)(=[O:11])=[O:10])[CH:7]=1. (2) Given the reactants [CH:1](N(C(C)C)CC)(C)[CH3:2].CN(C(ON1N=[N:25][C:20]2[CH:21]=[CH:22][CH:23]=[N:24][C:19]1=2)=[N+](C)C)C.F[P-](F)(F)(F)(F)F, predict the reaction product. The product is: [N:24]1[C:19]2[CH:1]=[CH:2][CH:22]=[CH:21][C:20]=2[NH:25][CH:23]=1. (3) Given the reactants [NH2:1][C:2]1[CH:7]=[C:6]([Cl:8])[CH:5]=[CH:4][N:3]=1.[Br:9]N1C(=O)CCC1=O, predict the reaction product. The product is: [Br:9][C:5]1[C:6]([Cl:8])=[CH:7][C:2]([NH2:1])=[N:3][CH:4]=1. (4) Given the reactants [CH2:1]([O:5][C:6]([N:8]1[CH2:13][CH2:12][N:11]([C:14](=[O:20])[C@@H:15]([NH2:19])[CH:16]([CH3:18])[CH3:17])[CH2:10][CH2:9]1)=[O:7])[CH2:2][CH2:3][CH3:4].[C:21]1([C:27]2[S:28][CH:29]=[C:30]([C:32](O)=[O:33])[N:31]=2)[CH:26]=[CH:25][CH:24]=[CH:23][CH:22]=1, predict the reaction product. The product is: [CH2:1]([O:5][C:6]([N:8]1[CH2:9][CH2:10][N:11]([C:14](=[O:20])[C@@H:15]([NH:19][C:32]([C:30]2[N:31]=[C:27]([C:21]3[CH:22]=[CH:23][CH:24]=[CH:25][CH:26]=3)[S:28][CH:29]=2)=[O:33])[CH:16]([CH3:17])[CH3:18])[CH2:12][CH2:13]1)=[O:7])[CH2:2][CH2:3][CH3:4]. (5) Given the reactants [O:1]1[C:8]2[CH:7]=[C:6]([C:9]([O:11][CH2:12][CH3:13])=[O:10])[NH:5][C:4]=2[CH:3]=[CH:2]1.[CH2:14]([O:21][CH2:22][CH:23]([NH:29][C:30]([O:32][CH2:33][C:34]1[CH:39]=[CH:38][CH:37]=[CH:36][CH:35]=1)=[O:31])[C:24]([O:26][CH2:27]Cl)=[O:25])[C:15]1[CH:20]=[CH:19][CH:18]=[CH:17][CH:16]=1, predict the reaction product. The product is: [CH2:14]([O:21][CH2:22][CH:23]([NH:29][C:30]([O:32][CH2:33][C:34]1[CH:35]=[CH:36][CH:37]=[CH:38][CH:39]=1)=[O:31])[C:24]([O:26][CH2:27][N:5]1[C:6]([C:9]([O:11][CH2:12][CH3:13])=[O:10])=[CH:7][C:8]2[O:1][CH:2]=[CH:3][C:4]1=2)=[O:25])[C:15]1[CH:20]=[CH:19][CH:18]=[CH:17][CH:16]=1. (6) Given the reactants Cl[C:2]1[C:7]([NH2:8])=[C:6]([Cl:9])[N:5]=[C:4]([NH2:10])[N:3]=1.[NH2:11][CH2:12][C:13]1[CH:18]=[CH:17][C:16]([O:19][CH3:20])=[CH:15][CH:14]=1, predict the reaction product. The product is: [Cl:9][C:6]1[N:5]=[C:4]([NH2:10])[N:3]=[C:2]([NH:11][CH2:12][C:13]2[CH:18]=[CH:17][C:16]([O:19][CH3:20])=[CH:15][CH:14]=2)[C:7]=1[NH2:8].